This data is from Forward reaction prediction with 1.9M reactions from USPTO patents (1976-2016). The task is: Predict the product of the given reaction. (1) Given the reactants [CH3:1][C@H:2]1[O:7][CH2:6][C@@H:5]([C:8]2[CH:13]=[CH:12][CH:11]=[CH:10][CH:9]=2)[N:4]([CH2:14][C:15]([O:17]CC)=[O:16])[C:3]1=[O:20].[Li+:21].[OH-].Cl, predict the reaction product. The product is: [CH3:1][C@@H:2]1[O:7][CH2:6][C@@H:5]([C:8]2[CH:13]=[CH:12][CH:11]=[CH:10][CH:9]=2)[N:4]([CH2:14][C:15]([O-:17])=[O:16])[C:3]1=[O:20].[Li+:21]. (2) Given the reactants [N:1]([O-])=O.[Na+].Cl.[F:6][C:7]1[CH:8]=[C:9]([NH:13][NH2:14])[CH:10]=[CH:11][CH:12]=1, predict the reaction product. The product is: [N:13]([C:9]1[CH:10]=[CH:11][CH:12]=[C:7]([F:6])[CH:8]=1)=[N+:14]=[N-:1]. (3) Given the reactants [C:1]([CH2:3][C:4]1[N:5]=[N:6][N:7]([C@@H:9]2[C@H:14]([NH:15][C:16]([C:18]3[NH:19][C:20]([CH3:25])=[C:21]([Cl:24])[C:22]=3[Cl:23])=[O:17])[CH2:13][CH2:12][N:11](C(OCC3C=CC=CC=3)=O)[CH2:10]2)[CH:8]=1)#[N:2], predict the reaction product. The product is: [Cl:23][C:22]1[C:21]([Cl:24])=[C:20]([CH3:25])[NH:19][C:18]=1[C:16]([NH:15][C@@H:14]1[CH2:13][CH2:12][NH:11][CH2:10][C@@H:9]1[N:7]1[CH:8]=[C:4]([CH2:3][C:1]#[N:2])[N:5]=[N:6]1)=[O:17].